From a dataset of NCI-60 drug combinations with 297,098 pairs across 59 cell lines. Regression. Given two drug SMILES strings and cell line genomic features, predict the synergy score measuring deviation from expected non-interaction effect. (1) Drug 1: CC1=CC2C(CCC3(C2CCC3(C(=O)C)OC(=O)C)C)C4(C1=CC(=O)CC4)C. Drug 2: COC1=C2C(=CC3=C1OC=C3)C=CC(=O)O2. Cell line: HCC-2998. Synergy scores: CSS=1.17, Synergy_ZIP=4.83, Synergy_Bliss=8.23, Synergy_Loewe=5.31, Synergy_HSA=4.53. (2) Drug 1: CN(CC1=CN=C2C(=N1)C(=NC(=N2)N)N)C3=CC=C(C=C3)C(=O)NC(CCC(=O)O)C(=O)O. Drug 2: C1C(C(OC1N2C=C(C(=O)NC2=O)F)CO)O. Cell line: A549. Synergy scores: CSS=55.2, Synergy_ZIP=-5.02, Synergy_Bliss=-8.82, Synergy_Loewe=-10.1, Synergy_HSA=-9.15. (3) Drug 1: CC1OCC2C(O1)C(C(C(O2)OC3C4COC(=O)C4C(C5=CC6=C(C=C35)OCO6)C7=CC(=C(C(=C7)OC)O)OC)O)O. Drug 2: CCC(=C(C1=CC=CC=C1)C2=CC=C(C=C2)OCCN(C)C)C3=CC=CC=C3.C(C(=O)O)C(CC(=O)O)(C(=O)O)O. Cell line: UO-31. Synergy scores: CSS=12.5, Synergy_ZIP=-6.30, Synergy_Bliss=-5.10, Synergy_Loewe=-2.15, Synergy_HSA=-1.31. (4) Drug 1: CC1=CC=C(C=C1)C2=CC(=NN2C3=CC=C(C=C3)S(=O)(=O)N)C(F)(F)F. Drug 2: B(C(CC(C)C)NC(=O)C(CC1=CC=CC=C1)NC(=O)C2=NC=CN=C2)(O)O. Cell line: RXF 393. Synergy scores: CSS=27.9, Synergy_ZIP=0.736, Synergy_Bliss=-0.500, Synergy_Loewe=-53.6, Synergy_HSA=-1.66. (5) Drug 1: C1=NC2=C(N=C(N=C2N1C3C(C(C(O3)CO)O)F)Cl)N. Drug 2: C1C(C(OC1N2C=NC(=NC2=O)N)CO)O. Cell line: UO-31. Synergy scores: CSS=16.5, Synergy_ZIP=-2.10, Synergy_Bliss=2.41, Synergy_Loewe=2.35, Synergy_HSA=3.68. (6) Drug 1: CC(C1=C(C=CC(=C1Cl)F)Cl)OC2=C(N=CC(=C2)C3=CN(N=C3)C4CCNCC4)N. Drug 2: C1C(C(OC1N2C=NC3=C2NC=NCC3O)CO)O. Cell line: HCC-2998. Synergy scores: CSS=2.80, Synergy_ZIP=-1.81, Synergy_Bliss=-4.79, Synergy_Loewe=-14.4, Synergy_HSA=-7.03. (7) Drug 1: CC1C(C(=O)NC(C(=O)N2CCCC2C(=O)N(CC(=O)N(C(C(=O)O1)C(C)C)C)C)C(C)C)NC(=O)C3=C4C(=C(C=C3)C)OC5=C(C(=O)C(=C(C5=N4)C(=O)NC6C(OC(=O)C(N(C(=O)CN(C(=O)C7CCCN7C(=O)C(NC6=O)C(C)C)C)C)C(C)C)C)N)C. Drug 2: C1CN(CCN1C(=O)CCBr)C(=O)CCBr. Cell line: NCIH23. Synergy scores: CSS=25.9, Synergy_ZIP=-10.7, Synergy_Bliss=-5.71, Synergy_Loewe=-10.6, Synergy_HSA=-6.31. (8) Drug 1: C1CCN(CC1)CCOC2=CC=C(C=C2)C(=O)C3=C(SC4=C3C=CC(=C4)O)C5=CC=C(C=C5)O. Drug 2: CCC1(C2=C(COC1=O)C(=O)N3CC4=CC5=C(C=CC(=C5CN(C)C)O)N=C4C3=C2)O.Cl. Cell line: NCIH23. Synergy scores: CSS=7.96, Synergy_ZIP=-1.88, Synergy_Bliss=-4.73, Synergy_Loewe=-30.6, Synergy_HSA=-9.65.